Dataset: Full USPTO retrosynthesis dataset with 1.9M reactions from patents (1976-2016). Task: Predict the reactants needed to synthesize the given product. (1) Given the product [CH2:39]([OH:61])[C@H:40]1[O:45][C@H:44]([O:46][C@H:47]2[C@H:52]([OH:53])[C@@H:51]([OH:54])[C@H:50]([OH:55])[O:49][C@@H:48]2[CH2:56][OH:57])[C@H:43]([OH:58])[C@@H:42]([OH:59])[C@@H:41]1[OH:60].[O:27]=[CH:28][C@@H:29]([C@H:31]([C@@H:33]([C@@H:35]([CH2:37][OH:38])[OH:36])[OH:34])[OH:32])[OH:30], predict the reactants needed to synthesize it. The reactants are: CC(C1C=C(O)C=CC=1OC)(C)C.CC(C1C=C(OC)C=CC=1O)(C)C.[O:27]=[CH:28][C@@H:29]([C@H:31]([C@@H:33]([C@@H:35]([CH2:37][OH:38])[OH:36])[OH:34])[OH:32])[OH:30].[CH2:39]([OH:61])[C@H:40]1[O:45][C@H:44]([O:46][C@H:47]2[C@H:52]([OH:53])[C@@H:51]([OH:54])[C@H:50]([OH:55])[O:49][C@@H:48]2[CH2:56][OH:57])[C@H:43]([OH:58])[C@@H:42]([OH:59])[C@@H:41]1[OH:60]. (2) Given the product [CH3:15][C:9]1[C:10]([CH3:14])=[CH:11][CH:12]=[CH:13][C:8]=1[C:6]1[N:5]=[C:4]([NH2:16])[N:3]=[C:2]([NH:28][CH2:27][CH2:26][NH:25][C:21]2[CH:22]=[CH:23][CH:24]=[C:19]([O:18][CH3:17])[CH:20]=2)[CH:7]=1, predict the reactants needed to synthesize it. The reactants are: Cl[C:2]1[CH:7]=[C:6]([C:8]2[CH:13]=[CH:12][CH:11]=[C:10]([CH3:14])[C:9]=2[CH3:15])[N:5]=[C:4]([NH2:16])[N:3]=1.[CH3:17][O:18][C:19]1[CH:20]=[C:21]([NH:25][CH2:26][CH2:27][NH2:28])[CH:22]=[CH:23][CH:24]=1. (3) Given the product [CH:14]1[NH:13][N:12]=[C:11]2[C:10]=1[C:9]1[CH:8]=[CH:7][CH:6]=[CH:5][C:4]=1[N:3]=[C:2]2[NH:29][C:28]1[CH:30]=[C:31]([O:35][CH3:36])[C:32]([O:33][CH3:34])=[C:26]([O:25][CH3:24])[CH:27]=1, predict the reactants needed to synthesize it. The reactants are: Cl[C:2]1[C:11]2=[N:12][N:13](CC3C=CC(OC)=CC=3)[CH:14]=[C:10]2[C:9]2[CH:8]=[CH:7][CH:6]=[CH:5][C:4]=2[N:3]=1.[CH3:24][O:25][C:26]1[CH:27]=[C:28]([CH:30]=[C:31]([O:35][CH3:36])[C:32]=1[O:33][CH3:34])[NH2:29].Cl. (4) Given the product [CH2:1]([C:8]1[N:27]=[C:11]2[N:12]=[C:13]([CH3:26])[C:14]([CH:17]([CH2:23][CH2:24][CH3:25])[C:18]([O:20][CH2:21][CH3:22])=[O:19])=[C:15]([Cl:39])[N:10]2[N:9]=1)[C:2]1[CH:7]=[CH:6][CH:5]=[CH:4][CH:3]=1, predict the reactants needed to synthesize it. The reactants are: [CH2:1]([C:8]1[N:27]=[C:11]2[N:12]=[C:13]([CH3:26])[C:14]([CH:17]([CH2:23][CH2:24][CH3:25])[C:18]([O:20][CH2:21][CH3:22])=[O:19])=[C:15](O)[N:10]2[N:9]=1)[C:2]1[CH:7]=[CH:6][CH:5]=[CH:4][CH:3]=1.CN(C)C1C=CC=CC=1.P(Cl)(Cl)([Cl:39])=O. (5) Given the product [CH2:1]([C:4]1([S:7]([NH:10][C:14]2[C:13]([NH:12][C:23]3[CH:28]=[CH:27][C:26]([Br:29])=[CH:25][C:24]=3[Cl:30])=[C:21]([F:22])[C:17]3[N:18]=[CH:19][O:20][C:16]=3[CH:15]=2)(=[O:9])=[O:8])[CH2:6][CH2:5]1)[CH:2]=[CH2:3], predict the reactants needed to synthesize it. The reactants are: [CH2:1]([C:4]1([S:7]([N:10]2[C:14]3=[CH:15][C:16]4[O:20][CH:19]=[N:18][C:17]=4[C:21]([F:22])=[C:13]3[N:12]([C:23]3[CH:28]=[CH:27][C:26]([Br:29])=[CH:25][C:24]=3[Cl:30])C2=O)(=[O:9])=[O:8])[CH2:6][CH2:5]1)[CH:2]=[CH2:3].C[Si](C)(C)[O-].[K+].[NH4+].[Cl-]. (6) The reactants are: [C@@H:1]([N:5]1[C:13]2[CH:12]=[C:11](Cl)[N:10]=[CH:9][C:8]=2[C:7]([N:15]2[CH2:19][CH2:18][C@H:17]([OH:20])[CH2:16]2)=[N:6]1)([CH2:3][CH3:4])[CH3:2].[NH2:21][C:22]1[CH:27]=[CH:26][N:25]=[C:24]([N:28]2[CH2:33][CH2:32][C@:31]([CH3:35])([OH:34])[C@H:30]([F:36])[CH2:29]2)[N:23]=1. Given the product [C@@H:1]([N:5]1[C:13]2[CH:12]=[C:11]([NH:21][C:22]3[CH:27]=[CH:26][N:25]=[C:24]([N:28]4[CH2:33][CH2:32][C@:31]([CH3:35])([OH:34])[C@H:30]([F:36])[CH2:29]4)[N:23]=3)[N:10]=[CH:9][C:8]=2[C:7]([N:15]2[CH2:19][CH2:18][C@H:17]([OH:20])[CH2:16]2)=[N:6]1)([CH2:3][CH3:4])[CH3:2], predict the reactants needed to synthesize it. (7) Given the product [C:1]([NH:6][C:7]1[NH:8][C:9](=[O:54])[C:10]2[N:11]=[CH:12][N:13]([C:52]=2[N:53]=1)[C@@H:14]1[O:51][C@H:41]([CH2:42][OH:43])[C@@H:16]([O:17][C:18]([C:35]2[CH:40]=[CH:39][CH:38]=[CH:37][CH:36]=2)([C:27]2[CH:32]=[CH:31][C:30]([O:33][CH3:34])=[CH:29][CH:28]=2)[C:19]2[CH:20]=[CH:21][C:22]([O:25][CH3:26])=[CH:23][CH:24]=2)[CH2:15]1)(=[O:5])[CH:2]([CH3:4])[CH3:3], predict the reactants needed to synthesize it. The reactants are: [C:1]([NH:6][C:7]1[NH:8][C:9](=[O:54])[C:10]2[N:11]=[CH:12][N:13]([C:52]=2[N:53]=1)[C@@H:14]1[O:51][C@H:41]([CH2:42][O:43][Si](C(C)(C)C)(C)C)[C@@H:16]([O:17][C:18]([C:35]2[CH:40]=[CH:39][CH:38]=[CH:37][CH:36]=2)([C:27]2[CH:32]=[CH:31][C:30]([O:33][CH3:34])=[CH:29][CH:28]=2)[C:19]2[CH:24]=[CH:23][C:22]([O:25][CH3:26])=[CH:21][CH:20]=2)[CH2:15]1)(=[O:5])[CH:2]([CH3:4])[CH3:3].[F-].C([N+](CCCC)(CCCC)CCCC)CCC. (8) Given the product [NH:5]1[C:13]2[C:8](=[CH:9][CH:10]=[CH:11][CH:12]=2)[CH2:7][CH2:6]1, predict the reactants needed to synthesize it. The reactants are: ClCCC[N:5]1[C:13]2[C:8](=[CH:9][C:10](CC([N+]([O-])=O)C)=[CH:11][C:12]=2C=O)[CH2:7][CH2:6]1.Cl.NO.C(N(CC)CC)C. (9) The reactants are: [N:1]1C2C=CN=CC=2N[C:2]=1[C:10]1[C:22]2[C:21]3[C:16](=[CH:17][CH:18]=[CH:19][CH:20]=3)[CH:15](N)C=2C=CC=1.C([OH:26])C. Given the product [N:1]1[C:20]2[CH:19]=[CH:18][CH:17]=[C:16]([CH:15]=[O:26])[C:21]=2[CH:22]=[CH:10][CH:2]=1, predict the reactants needed to synthesize it. (10) Given the product [CH3:41][C:35]1([CH3:42])[CH2:34][C:33]2[CH:32]=[C:31]3[N:38]([CH2:39][CH2:40][N:29]([C:25]4[C:24]([CH:44]=[O:45])=[C:23]([C:15]5[N:16]=[C:11]([NH:10][C:7]6[CH:8]=[CH:9][N:4]7[CH:3]=[CH:2][N:1]=[C:5]7[CH:6]=6)[C:12](=[O:21])[N:13]([CH3:20])[CH:14]=5)[CH:28]=[CH:27][N:26]=4)[C:30]3=[O:43])[C:37]=2[CH2:36]1, predict the reactants needed to synthesize it. The reactants are: [N:1]1[CH:2]=[CH:3][N:4]2[CH:9]=[CH:8][C:7]([NH:10][C:11]3[C:12](=[O:21])[N:13]([CH3:20])[CH:14]=[C:15](B(O)O)[N:16]=3)=[CH:6][C:5]=12.Cl[C:23]1[CH:28]=[CH:27][N:26]=[C:25]([N:29]2[CH2:40][CH2:39][N:38]3[C:31](=[CH:32][C:33]4[CH2:34][C:35]([CH3:42])([CH3:41])[CH2:36][C:37]=43)[C:30]2=[O:43])[C:24]=1[CH:44]=[O:45].C([O-])(=O)C.[K+].C(#N)C.